This data is from Full USPTO retrosynthesis dataset with 1.9M reactions from patents (1976-2016). The task is: Predict the reactants needed to synthesize the given product. Given the product [N:1]1([CH2:7][C:8]2[C:16]([C:17]([F:19])([F:18])[F:20])=[CH:15][C:11]([C:12]([NH:44][C:41]3[CH:42]=[CH:43][N:38]=[N:39][CH:40]=3)=[O:13])=[C:10]([O:21][CH2:22][C:23]3[CH:28]=[CH:27][CH:26]=[CH:25][CH:24]=3)[CH:9]=2)[CH2:2][CH2:3][O:4][CH2:5][CH2:6]1, predict the reactants needed to synthesize it. The reactants are: [N:1]1([CH2:7][C:8]2[C:16]([C:17]([F:20])([F:19])[F:18])=[CH:15][C:11]([C:12](O)=[O:13])=[C:10]([O:21][CH2:22][C:23]3[CH:28]=[CH:27][CH:26]=[CH:25][CH:24]=3)[CH:9]=2)[CH2:6][CH2:5][O:4][CH2:3][CH2:2]1.C(N(C(C)C)CC)(C)C.[N:38]1[CH:43]=[CH:42][C:41]([NH2:44])=[CH:40][N:39]=1.ON1C2N=CC=CC=2N=N1.C(Cl)CCl.